This data is from Forward reaction prediction with 1.9M reactions from USPTO patents (1976-2016). The task is: Predict the product of the given reaction. (1) Given the reactants [NH2:1][C@H:2]([C:7]([NH2:9])=[O:8])[C:3]([SH:6])([CH3:5])[CH3:4].[CH3:10][C:11]([CH3:13])=O, predict the reaction product. The product is: [CH3:10][C:11]1([CH3:13])[NH:1][CH:2]([C:7]([NH2:9])=[O:8])[C:3]([CH3:5])([CH3:4])[S:6]1. (2) Given the reactants [C:1]([O:5][C:6](=[O:40])[N:7]([C@H:33]1[CH2:38][CH2:37][C@H:36]([NH2:39])[CH2:35][CH2:34]1)[C:8]1[CH:13]=[C:12]([CH2:14][CH2:15][C:16]([NH:18][C:19]2[CH:24]=[CH:23][C:22]([CH2:25][OH:26])=[CH:21][CH:20]=2)=[O:17])[CH:11]=[CH:10][C:9]=1[C:27]1[CH:32]=[CH:31][CH:30]=[CH:29][CH:28]=1)([CH3:4])([CH3:3])[CH3:2], predict the reaction product. The product is: [C:1]([O:5][C:6](=[O:40])[N:7]([C@H:33]1[CH2:38][CH2:37][C@H:36]([NH2:39])[CH2:35][CH2:34]1)[C:8]1[CH:13]=[C:12]([CH2:14][CH2:15][C:16]([NH:18][C:19]2[CH:24]=[CH:23][C:22]([CH:25]=[O:26])=[CH:21][CH:20]=2)=[O:17])[CH:11]=[CH:10][C:9]=1[C:27]1[CH:28]=[CH:29][CH:30]=[CH:31][CH:32]=1)([CH3:4])([CH3:2])[CH3:3]. (3) Given the reactants [Br:1][C:2]1[C:8]([F:9])=[CH:7][C:5]([NH2:6])=[C:4](I)[C:3]=1[F:11].[C:12]([Si:14]([CH3:17])([CH3:16])[CH3:15])#[CH:13].CN(C=O)C, predict the reaction product. The product is: [Br:1][C:2]1[C:8]([F:9])=[CH:7][C:5]([NH2:6])=[C:4]([C:13]#[C:12][Si:14]([CH3:17])([CH3:16])[CH3:15])[C:3]=1[F:11].